Dataset: TCR-epitope binding with 47,182 pairs between 192 epitopes and 23,139 TCRs. Task: Binary Classification. Given a T-cell receptor sequence (or CDR3 region) and an epitope sequence, predict whether binding occurs between them. (1) The epitope is TLIGDCATV. The TCR CDR3 sequence is CASGGFTGANVLTF. Result: 1 (the TCR binds to the epitope). (2) The epitope is FLPRVFSAV. The TCR CDR3 sequence is CATSDLLTSGSTDTQYF. Result: 1 (the TCR binds to the epitope). (3) The epitope is LQPFPQPELPYPQPQ. The TCR CDR3 sequence is CSVEGDRVRSTDTQYF. Result: 0 (the TCR does not bind to the epitope). (4) The epitope is RLRPGGKKR. The TCR CDR3 sequence is CASSPVAGATNEKLFF. Result: 0 (the TCR does not bind to the epitope). (5) The epitope is RIFTIGTVTLK. The TCR CDR3 sequence is CASSPGGLEQFF. Result: 1 (the TCR binds to the epitope).